Dataset: Full USPTO retrosynthesis dataset with 1.9M reactions from patents (1976-2016). Task: Predict the reactants needed to synthesize the given product. (1) Given the product [C:8]([O:12][C:13]([N:1]1[CH2:6][CH2:5][CH:4]([OH:7])[CH2:3][CH2:2]1)=[O:14])([CH3:11])([CH3:10])[CH3:9], predict the reactants needed to synthesize it. The reactants are: [NH:1]1[CH2:6][CH2:5][CH:4]([OH:7])[CH2:3][CH2:2]1.[C:8]([O:12][C:13](=O)[O:14]C(C)(C)C)([CH3:11])([CH3:10])[CH3:9]. (2) Given the product [CH2:1]([O:3][C:4](=[O:17])[CH:5]([C:7]1[CH:16]=[CH:15][C:10]2[N:11]=[C:12]([NH:14][S:19]([CH3:18])(=[O:21])=[O:20])[S:13][C:9]=2[CH:8]=1)[CH3:6])[CH3:2], predict the reactants needed to synthesize it. The reactants are: [CH2:1]([O:3][C:4](=[O:17])[CH:5]([C:7]1[CH:16]=[CH:15][C:10]2[N:11]=[C:12]([NH2:14])[S:13][C:9]=2[CH:8]=1)[CH3:6])[CH3:2].[CH3:18][S:19](Cl)(=[O:21])=[O:20].Cl.